This data is from Reaction yield outcomes from USPTO patents with 853,638 reactions. The task is: Predict the reaction yield, written as a fraction of the theoretical maximum amount of product (1.0 means a 100% yield; for example, 0.34 means a 34% yield). (1) The reactants are [Br:1][C:2]1[CH:11]=[C:10]2[C:5]([CH:6]=[CH:7][C:8]([NH2:12])=[N:9]2)=[N:4][CH:3]=1.ClC(Cl)(O[C:17](=[O:23])OC(Cl)(Cl)Cl)Cl.[C:25]1([CH2:31][CH2:32][NH2:33])[CH:30]=[CH:29][CH:28]=[CH:27][CH:26]=1.O. The catalyst is N1C=CC=CC=1. The product is [Br:1][C:2]1[CH:11]=[C:10]2[C:5]([CH:6]=[CH:7][C:8]([NH:12][C:17]([NH:33][CH2:32][CH2:31][C:25]3[CH:30]=[CH:29][CH:28]=[CH:27][CH:26]=3)=[O:23])=[N:9]2)=[N:4][CH:3]=1. The yield is 0.240. (2) The reactants are [H-].[Na+].[F:3][C:4]1[CH:5]=[C:6]([CH:11]2[C:15]([CH3:17])([CH3:16])[O:14][C:13](=[O:18])[NH:12]2)[CH:7]=[CH:8][C:9]=1[F:10].Cl[C:20]([O:22][C:23]1[CH:28]=[CH:27][C:26]([N+:29]([O-:31])=[O:30])=[CH:25][CH:24]=1)=[O:21]. The catalyst is C1COCC1. The product is [F:3][C:4]1[CH:5]=[C:6]([CH:11]2[C:15]([CH3:16])([CH3:17])[O:14][C:13](=[O:18])[N:12]2[C:20]([O:22][C:23]2[CH:24]=[CH:25][C:26]([N+:29]([O-:31])=[O:30])=[CH:27][CH:28]=2)=[O:21])[CH:7]=[CH:8][C:9]=1[F:10]. The yield is 0.590. (3) The reactants are [ClH:1].[Cl:2][C:3]1[S:7][C:6]([C@H:8]([C:21]([N:23]2[CH2:28][CH2:27][N:26]([C:29]3[C:30]4[C@H:37]([CH3:38])[CH2:36][C@@H:35]([OH:39])[C:31]=4[N:32]=[CH:33][N:34]=3)[CH2:25][CH2:24]2)=[O:22])[CH2:9][N:10]([CH:18]([CH3:20])[CH3:19])C(=O)OC(C)(C)C)=[CH:5][CH:4]=1. The catalyst is O1CCOCC1.C(Cl)Cl. The product is [ClH:2].[ClH:1].[Cl:2][C:3]1[S:7][C:6]([C@@H:8]([CH2:9][NH:10][CH:18]([CH3:20])[CH3:19])[C:21]([N:23]2[CH2:24][CH2:25][N:26]([C:29]3[C:30]4[C@H:37]([CH3:38])[CH2:36][C@@H:35]([OH:39])[C:31]=4[N:32]=[CH:33][N:34]=3)[CH2:27][CH2:28]2)=[O:22])=[CH:5][CH:4]=1. The yield is 0.999. (4) The reactants are CC([N:5]([C@H:9]([CH3:13])[CH2:10][C:11]#[N:12])[C:6](=[O:8])[O-:7])(C)C.CS(OC[C@H](NC(O[C:26]([CH3:29])([CH3:28])[CH3:27])=O)C)(=O)=O.[C-]#N.[Na+].O. The catalyst is CS(C)=O. The product is [C:11]([CH2:10][C@H:9]([NH:5][C:6](=[O:8])[O:7][C:26]([CH3:29])([CH3:28])[CH3:27])[CH3:13])#[N:12]. The yield is 0.730. (5) The reactants are [NH:1]1[CH2:5][CH2:4][CH2:3][C@H:2]1[CH2:6][OH:7].C(N(CC)CC)C.[C:15]1([CH2:21][S:22](Cl)(=[O:24])=[O:23])[CH:20]=[CH:19][CH:18]=[CH:17][CH:16]=1. The catalyst is C(Cl)Cl.O. The product is [C:15]1([CH2:21][S:22]([N:1]2[CH2:5][CH2:4][CH2:3][C@H:2]2[CH2:6][OH:7])(=[O:24])=[O:23])[CH:20]=[CH:19][CH:18]=[CH:17][CH:16]=1. The yield is 0.589. (6) The reactants are [Cl:1][C:2]1[C:3]([O:12][C:13]2[CH:18]=[C:17]([OH:19])[CH:16]=[CH:15][C:14]=2/[CH:20]=[CH:21]/[C:22]([O:24][CH2:25][CH3:26])=[O:23])=[N:4][CH:5]=[C:6]([C:8]([F:11])([F:10])[F:9])[CH:7]=1.Br[CH2:28][C:29](=[O:31])[CH3:30].C(=O)([O-])[O-].[K+].[K+].[I-].[Na+]. The catalyst is O.CN(C)C=O. The product is [Cl:1][C:2]1[C:3]([O:12][C:13]2[CH:18]=[C:17]([O:19][CH2:28][C:29](=[O:31])[CH3:30])[CH:16]=[CH:15][C:14]=2/[CH:20]=[CH:21]/[C:22]([O:24][CH2:25][CH3:26])=[O:23])=[N:4][CH:5]=[C:6]([C:8]([F:9])([F:11])[F:10])[CH:7]=1. The yield is 0.810. (7) The reactants are [Cl:1][C:2]1[CH:7]=[CH:6][C:5]([C@H:8]([N:10]2[C:14](=O)[CH2:13][O:12][C:11]2=[O:16])[CH3:9])=[CH:4][CH:3]=1.[BH4-].[Na+].CC(C)=O.CS(Cl)(=O)=O. The catalyst is CO.C(Cl)Cl.[Cl-].[Na+].O. The product is [Cl:1][C:2]1[CH:7]=[CH:6][C:5]([C@H:8]([N:10]2[CH:14]=[CH:13][O:12][C:11]2=[O:16])[CH3:9])=[CH:4][CH:3]=1. The yield is 0.430. (8) The reactants are [CH3:1][O:2][C:3]1[CH:4]=[C:5]([CH2:11][CH2:12][CH2:13][CH2:14][N:15]=[N+]=[N-])[CH:6]=[CH:7][C:8]=1[O:9][CH3:10].[H-].[H-].[H-].[H-].[Li+].[Al+3]. No catalyst specified. The product is [CH3:1][O:2][C:3]1[CH:4]=[C:5]([CH2:11][CH2:12][CH2:13][CH2:14][NH2:15])[CH:6]=[CH:7][C:8]=1[O:9][CH3:10]. The yield is 0.420. (9) The reactants are [CH2:1]([N:3]1[CH2:8][CH2:7][NH:6][C:5](=[O:9])[C:4]1=[O:10])[CH3:2].[CH2:11]=[O:12]. The catalyst is Cl. The product is [CH2:1]([N:3]1[CH2:8][CH2:7][N:6]([CH2:11][OH:12])[C:5](=[O:9])[C:4]1=[O:10])[CH3:2]. The yield is 1.00. (10) The reactants are Br.[F:2][CH:3]([F:20])[O:4][C:5]1[N:9]([CH3:10])[N:8]=[C:7]([C:11]([F:14])([F:13])[F:12])[C:6]=1[CH2:15][S:16][C:17](=N)[NH2:18].[OH-].[Na+].O.ClC1[CH2:29][C:28]([CH3:31])([CH3:30])[O:27]N=1. The catalyst is C(O)C. The product is [F:2][CH:3]([F:20])[O:4][C:5]1[N:9]([CH3:10])[N:8]=[C:7]([C:11]([F:14])([F:13])[F:12])[C:6]=1[CH2:15][S:16][C:17]1[CH2:29][C:28]([CH3:31])([CH3:30])[O:27][N:18]=1. The yield is 0.567.